This data is from Reaction yield outcomes from USPTO patents with 853,638 reactions. The task is: Predict the reaction yield, written as a fraction of the theoretical maximum amount of product (1.0 means a 100% yield; for example, 0.34 means a 34% yield). (1) The reactants are [O:1]1[CH2:6][CH2:5][N:4]([CH2:7][C:8]([OH:10])=O)[CH2:3][CH2:2]1.[C:11]([O:15][C:16](=[O:34])[C@@H:17]([NH:28][C:29](=[O:33])[C@@H:30]([NH2:32])[CH3:31])[CH2:18][C:19]1[C:27]2[C:22](=[CH:23][CH:24]=[CH:25][CH:26]=2)[NH:21][CH:20]=1)([CH3:14])([CH3:13])[CH3:12].C(N(CC)C(C)C)(C)C.CN(C(ON1N=NC2C=CC=NC1=2)=[N+](C)C)C.F[P-](F)(F)(F)(F)F. The catalyst is CN(C=O)C. The product is [C:11]([O:15][C:16](=[O:34])[C@@H:17]([NH:28][C:29](=[O:33])[C@@H:30]([NH:32][C:8](=[O:10])[CH2:7][N:4]1[CH2:3][CH2:2][O:1][CH2:6][CH2:5]1)[CH3:31])[CH2:18][C:19]1[C:27]2[C:22](=[CH:23][CH:24]=[CH:25][CH:26]=2)[NH:21][CH:20]=1)([CH3:12])([CH3:13])[CH3:14]. The yield is 0.970. (2) The reactants are Cl.[NH2:2][CH:3]1[CH2:7][N:6]([C:8]2[CH:13]=[CH:12][C:11]([O:14][CH2:15][C:16]3[CH:21]=[CH:20][CH:19]=[C:18]([F:22])[CH:17]=3)=[CH:10][CH:9]=2)[C:5](=[O:23])[CH2:4]1.C(N(CC)CC)C.[C:31](Cl)(=[O:33])[CH3:32].[OH-].[NH4+]. The catalyst is ClCCl. The product is [F:22][C:18]1[CH:17]=[C:16]([CH:21]=[CH:20][CH:19]=1)[CH2:15][O:14][C:11]1[CH:10]=[CH:9][C:8]([N:6]2[C:5](=[O:23])[CH2:4][CH:3]([NH:2][C:31](=[O:33])[CH3:32])[CH2:7]2)=[CH:13][CH:12]=1. The yield is 0.780. (3) The reactants are [CH2:1]([O:8][C:9]1[CH:17]=[C:16]([O:18][CH2:19][C:20]2[CH:25]=[CH:24][CH:23]=[CH:22][CH:21]=2)[C:15]([C:26]([CH3:28])=[CH2:27])=[CH:14][C:10]=1[C:11]([OH:13])=O)[C:2]1[CH:7]=[CH:6][CH:5]=[CH:4][CH:3]=1.C(N(C(C)C)CC)(C)C.F[P-](F)(F)(F)(F)F.Br[P+](N1CCCC1)(N1CCCC1)N1CCCC1.[N:62]1([CH2:68][CH2:69][CH2:70][O:71][C:72]2[CH:80]=[CH:79][CH:78]=[C:77]3[C:73]=2[CH2:74][NH:75][CH2:76]3)[CH2:67][CH2:66][O:65][CH2:64][CH2:63]1. The catalyst is C(Cl)Cl.C(OCC)(=O)C. The product is [CH2:1]([O:8][C:9]1[CH:17]=[C:16]([O:18][CH2:19][C:20]2[CH:21]=[CH:22][CH:23]=[CH:24][CH:25]=2)[C:15]([C:26]([CH3:28])=[CH2:27])=[CH:14][C:10]=1[C:11]([N:75]1[CH2:74][C:73]2[C:77](=[CH:78][CH:79]=[CH:80][C:72]=2[O:71][CH2:70][CH2:69][CH2:68][N:62]2[CH2:67][CH2:66][O:65][CH2:64][CH2:63]2)[CH2:76]1)=[O:13])[C:2]1[CH:3]=[CH:4][CH:5]=[CH:6][CH:7]=1. The yield is 1.00. (4) The reactants are [N:1]1([C:7]2[N:12]=[C:11]([N:13]3[CH:18]4[CH2:19][CH2:20][CH:14]3[CH2:15][O:16][CH2:17]4)[N:10]=[C:9]([C:21]3[CH:27]=[CH:26][C:24]([NH2:25])=[CH:23][CH:22]=3)[N:8]=2)[CH2:6][CH2:5][O:4][CH2:3][CH2:2]1.ClC(Cl)(O[C:32](=[O:38])OC(Cl)(Cl)Cl)Cl.[CH3:40][N:41]1[CH2:46][CH2:45][N:44]([C:47]2[CH:53]=[CH:52][C:50]([NH2:51])=[CH:49][CH:48]=2)[CH2:43][CH2:42]1. No catalyst specified. The product is [CH3:40][N:41]1[CH2:42][CH2:43][N:44]([C:47]2[CH:53]=[CH:52][C:50]([NH:51][C:32]([NH:25][C:24]3[CH:26]=[CH:27][C:21]([C:9]4[N:8]=[C:7]([N:1]5[CH2:2][CH2:3][O:4][CH2:5][CH2:6]5)[N:12]=[C:11]([N:13]5[CH:14]6[CH2:20][CH2:19][CH:18]5[CH2:17][O:16][CH2:15]6)[N:10]=4)=[CH:22][CH:23]=3)=[O:38])=[CH:49][CH:48]=2)[CH2:45][CH2:46]1. The yield is 0.0700. (5) The reactants are C([N:4]1[C:12]2[C:7](=[CH:8][C:9]([I:14])=[C:10]([CH3:13])[CH:11]=2)[CH:6]=[N:5]1)(=O)C.N. The catalyst is C1COCC1. The product is [I:14][C:9]1[CH:8]=[C:7]2[C:12](=[CH:11][C:10]=1[CH3:13])[NH:4][N:5]=[CH:6]2. The yield is 1.00. (6) The reactants are [Cl:1][C:2]1[CH:3]=[C:4]([C:8]2[C:12]([CH2:13][O:14][C:15]3[CH:23]=[CH:22][C:18]([C:19]([OH:21])=O)=[CH:17][N:16]=3)=[C:11]([CH3:24])[O:10][N:9]=2)[CH:5]=[CH:6][CH:7]=1.[CH:25]1([NH2:28])[CH2:27][CH2:26]1. No catalyst specified. The product is [Cl:1][C:2]1[CH:3]=[C:4]([C:8]2[C:12]([CH2:13][O:14][C:15]3[CH:23]=[CH:22][C:18]([C:19]([NH:28][CH:25]4[CH2:27][CH2:26]4)=[O:21])=[CH:17][N:16]=3)=[C:11]([CH3:24])[O:10][N:9]=2)[CH:5]=[CH:6][CH:7]=1. The yield is 0.720. (7) The reactants are Cl.[CH:2]([NH:5][C:6](=[O:27])[NH:7][C:8]1[CH:13]=[C:12]([C:14]2[S:15][CH:16]=[CH:17][CH:18]=2)[CH:11]=[CH:10][C:9]=1[NH:19]C(=O)OC(C)(C)C)([CH3:4])[CH3:3]. The catalyst is O1CCOCC1.CO. The product is [NH2:19][C:9]1[CH:10]=[CH:11][C:12]([C:14]2[S:15][CH:16]=[CH:17][CH:18]=2)=[CH:13][C:8]=1[NH:7][C:6]([NH:5][CH:2]([CH3:4])[CH3:3])=[O:27]. The yield is 0.910. (8) The yield is 0.870. The product is [ClH:3].[NH:5]1[CH2:12][CH2:11][CH2:10][CH:6]1[C:7]([O:9][CH3:13])=[O:8]. No catalyst specified. The reactants are S(Cl)([Cl:3])=O.[NH:5]1[CH2:12][CH2:11][CH2:10][C@H:6]1[C:7]([OH:9])=[O:8].[CH3:13]O. (9) The reactants are [C:1]([C:3]1[CH:4]=[N:5][CH:6]=[C:7]([F:10])[C:8]=1[CH3:9])#[CH:2].Br[C:12]1[C:13]([CH:19]=[O:20])=[CH:14][C:15]([Cl:18])=[N:16][CH:17]=1.C(N(CC)C(C)C)(C)C. The catalyst is O1CCOCC1.C(OCC)(=O)C.Cl[Pd](Cl)([P](C1C=CC=CC=1)(C1C=CC=CC=1)C1C=CC=CC=1)[P](C1C=CC=CC=1)(C1C=CC=CC=1)C1C=CC=CC=1. The product is [Cl:18][C:15]1[CH:14]=[C:13]([C:12]([C:2]#[C:1][C:3]2[CH:4]=[N:5][CH:6]=[C:7]([F:10])[C:8]=2[CH3:9])=[CH:17][N:16]=1)[CH:19]=[O:20]. The yield is 0.780. (10) The reactants are Br[C:2]1[CH:7]=[C:6]([F:8])[CH:5]=[C:4]([Br:9])[CH:3]=1.C([Li])CCC.CN(C)[CH:17]=[O:18]. The catalyst is O1CCCC1. The product is [Br:9][C:4]1[CH:3]=[C:2]([CH:7]=[C:6]([F:8])[CH:5]=1)[CH:17]=[O:18]. The yield is 0.553.